Predict the product of the given reaction. From a dataset of Forward reaction prediction with 1.9M reactions from USPTO patents (1976-2016). (1) Given the reactants C(OC([N:8]1[CH2:13][CH2:12][N:11]([C:14]2[S:15][C:16]([C:19]([F:22])([F:21])[F:20])=[N:17][N:18]=2)[CH2:10][CH2:9]1)=O)(C)(C)C.[F:23][C:24]([F:29])([F:28])[C:25]([OH:27])=[O:26], predict the reaction product. The product is: [F:23][C:24]([F:29])([F:28])[C:25]([OH:27])=[O:26].[F:22][C:19]([F:20])([F:21])[C:16]1[S:15][C:14]([N:11]2[CH2:12][CH2:13][NH:8][CH2:9][CH2:10]2)=[N:18][N:17]=1. (2) Given the reactants [O:1]=[S:2]1(=[O:16])[CH2:6][CH2:5][CH2:4][N:3]1[C:7]1[CH:15]=[CH:14][C:10]([C:11]([OH:13])=O)=[CH:9][CH:8]=1.[CH3:17][C:18]1[CH:19]=[C:20]([CH2:30][OH:31])[CH:21]=[CH:22][C:23]=1[N:24]1[CH2:29][CH2:28][NH:27][CH2:26][CH2:25]1, predict the reaction product. The product is: [O:16]=[S:2]1(=[O:1])[CH2:6][CH2:5][CH2:4][N:3]1[C:7]1[CH:8]=[CH:9][C:10]([C:11]([N:27]2[CH2:26][CH2:25][N:24]([C:23]3[CH:22]=[CH:21][C:20]([CH2:30][OH:31])=[CH:19][C:18]=3[CH3:17])[CH2:29][CH2:28]2)=[O:13])=[CH:14][CH:15]=1. (3) Given the reactants C(O[C:6]([N:8]1[CH2:13][CH2:12][CH2:11][CH:10]([CH2:14][NH:15][C:16](=O)[CH2:17][CH2:18][C:19]2[CH:24]=[CH:23]C=CC=2F)[CH2:9]1)=O)(C)(C)C.C(O)(C(F)(F)[F:30])=O.[C:34]([O-:37])([O-])=O.[K+].[K+].BrC[CH2:42][C:43]1[CH:48]=[CH:47][CH:46]=[CH:45][CH:44]=1.[OH-].[Na+].[CH3:51][C:52]#N, predict the reaction product. The product is: [F:30][C:23]1[CH:24]=[CH:19][CH:18]=[CH:17][C:16]=1[N:15]([CH2:14][CH:10]1[CH2:11][CH2:12][CH2:13][N:8]([CH2:6][CH2:42][C:43]2[CH:44]=[CH:45][CH:46]=[CH:47][CH:48]=2)[CH2:9]1)[C:34](=[O:37])[CH2:51][CH3:52].